This data is from Catalyst prediction with 721,799 reactions and 888 catalyst types from USPTO. The task is: Predict which catalyst facilitates the given reaction. (1) Reactant: [H-].[Na+].[CH2:3]([N:5]([CH2:9][CH3:10])[CH2:6][CH2:7][OH:8])[CH3:4].Br[CH2:12][C:13]1[N:18]=[C:17]([CH2:19][O:20][C:21]2[CH:42]=[CH:41][C:24]([C:25]([NH:27][C:28]3[CH:29]=[C:30]([CH:37]=[CH:38][C:39]=3[CH3:40])[C:31]([NH:33][CH:34]3[CH2:36][CH2:35]3)=[O:32])=[O:26])=[CH:23][CH:22]=2)[CH:16]=[CH:15][CH:14]=1. Product: [CH:34]1([NH:33][C:31](=[O:32])[C:30]2[CH:37]=[CH:38][C:39]([CH3:40])=[C:28]([NH:27][C:25](=[O:26])[C:24]3[CH:41]=[CH:42][C:21]([O:20][CH2:19][C:17]4[CH:16]=[CH:15][CH:14]=[C:13]([CH2:12][O:8][CH2:7][CH2:6][N:5]([CH2:9][CH3:10])[CH2:3][CH3:4])[N:18]=4)=[CH:22][CH:23]=3)[CH:29]=2)[CH2:35][CH2:36]1. The catalyst class is: 44. (2) Reactant: C[O:2][C:3](=[O:17])[C:4]([C:7]1[CH:8]=[C:9]([CH:14]=[CH:15][CH:16]=1)[C:10]([O:12]C)=[O:11])([CH3:6])[CH3:5].[OH-].[Na+].Cl.[Cl-].[Na+]. Product: [C:3]([C:4]([C:7]1[CH:8]=[C:9]([CH:14]=[CH:15][CH:16]=1)[C:10]([OH:12])=[O:11])([CH3:6])[CH3:5])([OH:17])=[O:2]. The catalyst class is: 5. (3) Reactant: [Br:1][C:2]1[C:22]([C:23]([O:25]CC)=[O:24])=[C:5]2[S:6][CH:7]=[C:8]([C:9]3[C:14]([O:15][CH3:16])=[CH:13][C:12]([CH2:17][O:18][CH3:19])=[CH:11][C:10]=3[O:20][CH3:21])[N:4]2[N:3]=1.[OH-].[Na+]. Product: [Br:1][C:2]1[C:22]([C:23]([OH:25])=[O:24])=[C:5]2[S:6][CH:7]=[C:8]([C:9]3[C:14]([O:15][CH3:16])=[CH:13][C:12]([CH2:17][O:18][CH3:19])=[CH:11][C:10]=3[O:20][CH3:21])[N:4]2[N:3]=1. The catalyst class is: 8. (4) Reactant: [Cl:1][C:2]1[C:7]([F:8])=[CH:6][CH:5]=[C:4]([Cl:9])[C:3]=1[C@H:10]([O:12][C:13]1[C:14]2[O:24][CH:23]=[CH:22][C:15]=2[CH:16]=[N:17][C:18]=1[N+:19]([O-])=O)[CH3:11].Cl. Product: [Cl:1][C:2]1[C:7]([F:8])=[CH:6][CH:5]=[C:4]([Cl:9])[C:3]=1[C@H:10]([O:12][C:13]1[C:14]2[O:24][CH:23]=[CH:22][C:15]=2[CH:16]=[N:17][C:18]=1[NH2:19])[CH3:11]. The catalyst class is: 447. (5) Reactant: [CH:1]1([C:4]2[NH:9][C:8](=[O:10])[C:7]([CH2:11][NH:12]C(=O)OC(C)(C)C)=[C:6]([CH3:20])[CH:5]=2)[CH2:3][CH2:2]1.CCOC(C)=O.[ClH:27].O1CCOCC1. Product: [ClH:27].[NH2:12][CH2:11][C:7]1[C:8](=[O:10])[NH:9][C:4]([CH:1]2[CH2:2][CH2:3]2)=[CH:5][C:6]=1[CH3:20]. The catalyst class is: 5. (6) Reactant: [CH2:1]([C:3]1[CH:4]=[N:5][C:6]([N:9]2[CH2:14][CH2:13][CH:12]([C@H:15]3[CH2:17][C@H:16]3[CH2:18][O:19][CH2:20][C:21]3[CH:29]=[CH:28][C:24]([C:25]([NH2:27])=[O:26])=[CH:23][CH:22]=3)[CH2:11][CH2:10]2)=[N:7][CH:8]=1)[CH3:2].NO.CC(O)=O.CO[CH:38](OC)[N:39](C)C. Product: [CH2:1]([C:3]1[CH:4]=[N:5][C:6]([N:9]2[CH2:14][CH2:13][CH:12]([C@H:15]3[CH2:17][C@H:16]3[CH2:18][O:19][CH2:20][C:21]3[CH:22]=[CH:23][C:24]([C:25]4[O:26][N:39]=[CH:38][N:27]=4)=[CH:28][CH:29]=3)[CH2:11][CH2:10]2)=[N:7][CH:8]=1)[CH3:2]. The catalyst class is: 12. (7) Reactant: [OH:1][CH:2]1[CH2:7][CH2:6][CH:5]([N:8]([CH3:16])[C:9](=[O:15])[O:10][C:11]([CH3:14])([CH3:13])[CH3:12])[CH2:4][CH2:3]1.[H-].[Na+].Cl[C:20]1[N:21]=[CH:22][N:23]=[C:24]2[C:31]=1[C:30]1[CH2:29][CH2:28][CH2:27][C:26]=1[S:25]2. Product: [CH3:16][N:8]([CH:5]1[CH2:6][CH2:7][CH:2]([O:1][C:20]2[N:21]=[CH:22][N:23]=[C:24]3[C:31]=2[C:30]2[CH2:29][CH2:28][CH2:27][C:26]=2[S:25]3)[CH2:3][CH2:4]1)[C:9](=[O:15])[O:10][C:11]([CH3:12])([CH3:13])[CH3:14]. The catalyst class is: 1.